Dataset: Full USPTO retrosynthesis dataset with 1.9M reactions from patents (1976-2016). Task: Predict the reactants needed to synthesize the given product. (1) Given the product [CH3:10][S:9][C:7]1[N:6]=[C:5]([OH:11])[CH:4]=[C:3]([CH2:2][S:14]([CH3:13])(=[O:16])=[O:15])[N:8]=1, predict the reactants needed to synthesize it. The reactants are: Cl[CH2:2][C:3]1[N:8]=[C:7]([S:9][CH3:10])[N:6]=[C:5]([OH:11])[CH:4]=1.[Na+].[CH3:13][S:14]([O-:16])=[O:15].CN(C=O)C. (2) The reactants are: Br[CH2:2][CH2:3][CH2:4][CH2:5][CH2:6][CH2:7][CH2:8][CH2:9][CH2:10][CH2:11][CH2:12][CH2:13][Br:14].[Si]([O:22][C@@H:23]([CH2:26][CH2:27][CH2:28][CH3:29])[C:24]#[CH:25])(C(C)(C)C)(C)C.O1CCCCC1OCCCC#C. Given the product [Br:14][CH2:13][CH2:12][CH2:11][CH2:10][CH2:9][CH2:8][CH2:7][CH2:6][CH2:5][CH2:4][CH2:3][CH2:2][C:25]#[C:24][C@@H:23]([OH:22])[CH2:26][CH2:27][CH2:28][CH3:29], predict the reactants needed to synthesize it. (3) Given the product [C:1]1([S:7]([N:10]2[C:14]3=[N:15][CH:16]=[C:17]([F:19])[CH:18]=[C:13]3[CH:12]=[C:11]2[CH:34]([OH:35])[CH2:33][CH:32]([CH3:36])[CH3:31])(=[O:9])=[O:8])[CH:6]=[CH:5][CH:4]=[CH:3][CH:2]=1, predict the reactants needed to synthesize it. The reactants are: [C:1]1([S:7]([N:10]2[C:14]3=[N:15][CH:16]=[C:17]([F:19])[CH:18]=[C:13]3[CH:12]=[CH:11]2)(=[O:9])=[O:8])[CH:6]=[CH:5][CH:4]=[CH:3][CH:2]=1.C([Li])CCC.CCCCCC.[CH3:31][CH:32]([CH3:36])[CH2:33][CH:34]=[O:35]. (4) Given the product [C:40]([CH2:39][C:35]1([N:33]2[CH:34]=[C:30]([C:29]3[C:24]4[CH:23]=[CH:22][N:21]([CH2:20][O:19][CH2:18][CH2:17][Si:16]([CH3:15])([CH3:43])[CH3:42])[C:25]=4[N:26]=[CH:27][N:28]=3)[CH:31]=[N:32]2)[CH2:36][N:37]([C:2]2[CH:13]=[CH:12][C:5]([C:6]([NH:8][CH:9]([CH3:11])[CH3:10])=[O:7])=[CH:4][CH:3]=2)[CH2:38]1)#[N:41], predict the reactants needed to synthesize it. The reactants are: Br[C:2]1[CH:13]=[CH:12][C:5]([C:6]([NH:8][CH:9]([CH3:11])[CH3:10])=[O:7])=[CH:4][CH:3]=1.Cl.[CH3:15][Si:16]([CH3:43])([CH3:42])[CH2:17][CH2:18][O:19][CH2:20][N:21]1[C:25]2[N:26]=[CH:27][N:28]=[C:29]([C:30]3[CH:31]=[N:32][N:33]([C:35]4([CH2:39][C:40]#[N:41])[CH2:38][NH:37][CH2:36]4)[CH:34]=3)[C:24]=2[CH:23]=[CH:22]1.CC1(C)C2C=CC=C(P(C3C=CC=CC=3)C3C=CC=CC=3)C=2OC2C1=CC=CC=2P(C1C=CC=CC=1)C1C=CC=CC=1.C(=O)([O-])[O-].[Cs+].[Cs+]. (5) Given the product [F:1][C:2]1[CH:7]=[CH:6][C:5]([C:8]2[O:12][C:11]([CH3:13])=[C:10]([CH:14]([NH:19][C:20]3[CH:21]=[CH:22][C:23]([C:24]([N:32]([CH3:31])[CH2:33][CH2:34][C:35]([OH:37])=[O:36])=[O:25])=[CH:27][CH:28]=3)[CH2:15][CH:16]([CH3:18])[CH3:17])[CH:9]=2)=[C:4]([O:53][CH3:54])[CH:3]=1, predict the reactants needed to synthesize it. The reactants are: [F:1][C:2]1[CH:7]=[CH:6][C:5]([C:8]2[O:12][C:11]([CH3:13])=[C:10]([CH:14]([NH:19][C:20]3[CH:28]=[CH:27][C:23]([C:24](O)=[O:25])=[CH:22][CH:21]=3)[CH2:15][CH:16]([CH3:18])[CH3:17])[CH:9]=2)=[C:4](OC)[CH:3]=1.[CH3:31][NH:32][CH2:33][CH2:34][C:35]([O:37]CC)=[O:36].Cl.C(N=C=NCCCN(C)C)C.O.[OH:53][C:54]1C2N=NNC=2C=CC=1. (6) Given the product [N+:1]([C:4]1[CH:5]=[C:6]([C:12]2[O:13][C:14]3[CH:20]=[CH:19][C:18]([C:27]4[CH:26]=[CH:25][C:24]5[O:23][CH2:22][O:30][C:29]=5[CH:28]=4)=[CH:17][C:15]=3[N:16]=2)[C:7]([O:10][CH3:11])=[CH:8][CH:9]=1)([O-:3])=[O:2], predict the reactants needed to synthesize it. The reactants are: [N+:1]([C:4]1[CH:5]=[C:6]([C:12]2[O:13][C:14]3[CH:20]=[CH:19][C:18](Br)=[CH:17][C:15]=3[N:16]=2)[C:7]([O:10][CH3:11])=[CH:8][CH:9]=1)([O-:3])=[O:2].[CH2:22]1[O:30][C:29]2[CH:28]=[CH:27][C:26](B(O)O)=[CH:25][C:24]=2[O:23]1. (7) Given the product [CH:27]1([C:2]2[CH:3]=[N:4][CH:5]=[C:6]([N+:15]([O-:17])=[O:16])[C:7]=2[N:8]2[CH2:13][CH2:12][N:11]([CH3:14])[CH2:10][CH2:9]2)[CH2:29][CH2:28]1, predict the reactants needed to synthesize it. The reactants are: Br[C:2]1[CH:3]=[N:4][CH:5]=[C:6]([N+:15]([O-:17])=[O:16])[C:7]=1[N:8]1[CH2:13][CH2:12][N:11]([CH3:14])[CH2:10][CH2:9]1.ClCCl.C(=O)([O-])[O-].[K+].[K+].[CH:27]1(B(O)O)[CH2:29][CH2:28]1. (8) Given the product [C:7]([O:11][C:12]([N:14]1[CH2:17][CH:16]([N:1]2[CH2:5][CH2:4][C@H:3]([OH:6])[CH2:2]2)[CH2:15]1)=[O:13])([CH3:10])([CH3:8])[CH3:9], predict the reactants needed to synthesize it. The reactants are: [NH:1]1[CH2:5][CH2:4][C@H:3]([OH:6])[CH2:2]1.[C:7]([O:11][C:12]([N:14]1[CH2:17][C:16](=O)[CH2:15]1)=[O:13])([CH3:10])([CH3:9])[CH3:8].C(O[BH-](OC(=O)C)OC(=O)C)(=O)C.[Na+].